From a dataset of Peptide-MHC class I binding affinity with 185,985 pairs from IEDB/IMGT. Regression. Given a peptide amino acid sequence and an MHC pseudo amino acid sequence, predict their binding affinity value. This is MHC class I binding data. (1) The peptide sequence is RPRFDDAYNI. The MHC is HLA-B54:01 with pseudo-sequence HLA-B54:01. The binding affinity (normalized) is 0.281. (2) The peptide sequence is NTIEELSGY. The MHC is HLA-B18:01 with pseudo-sequence HLA-B18:01. The binding affinity (normalized) is 0.0847. (3) The peptide sequence is EIKDTEEAL. The MHC is HLA-B08:01 with pseudo-sequence HLA-B08:01. The binding affinity (normalized) is 0.254.